This data is from NCI-60 drug combinations with 297,098 pairs across 59 cell lines. The task is: Regression. Given two drug SMILES strings and cell line genomic features, predict the synergy score measuring deviation from expected non-interaction effect. (1) Drug 2: C1CNP(=O)(OC1)N(CCCl)CCCl. Drug 1: C1CCC(C1)C(CC#N)N2C=C(C=N2)C3=C4C=CNC4=NC=N3. Synergy scores: CSS=-5.94, Synergy_ZIP=1.75, Synergy_Bliss=-4.08, Synergy_Loewe=-8.17, Synergy_HSA=-8.15. Cell line: OVCAR-5. (2) Drug 1: CC1C(C(CC(O1)OC2CC(CC3=C2C(=C4C(=C3O)C(=O)C5=C(C4=O)C(=CC=C5)OC)O)(C(=O)C)O)N)O.Cl. Drug 2: C1=NC2=C(N=C(N=C2N1C3C(C(C(O3)CO)O)O)F)N. Cell line: SNB-19. Synergy scores: CSS=15.4, Synergy_ZIP=-11.4, Synergy_Bliss=-11.1, Synergy_Loewe=-15.4, Synergy_HSA=-9.51. (3) Drug 1: COC1=CC(=CC(=C1O)OC)C2C3C(COC3=O)C(C4=CC5=C(C=C24)OCO5)OC6C(C(C7C(O6)COC(O7)C8=CC=CS8)O)O. Drug 2: CC1=C(C(CCC1)(C)C)C=CC(=CC=CC(=CC(=O)O)C)C. Cell line: MOLT-4. Synergy scores: CSS=27.3, Synergy_ZIP=-5.03, Synergy_Bliss=-12.5, Synergy_Loewe=-31.8, Synergy_HSA=-11.5. (4) Drug 1: CC1=C(C(CCC1)(C)C)C=CC(=CC=CC(=CC(=O)O)C)C. Drug 2: C1CN(CCN1C(=O)CCBr)C(=O)CCBr. Cell line: NCI-H226. Synergy scores: CSS=4.64, Synergy_ZIP=-3.31, Synergy_Bliss=-2.95, Synergy_Loewe=-3.01, Synergy_HSA=-2.24. (5) Drug 1: CC1=C(C=C(C=C1)NC(=O)C2=CC=C(C=C2)CN3CCN(CC3)C)NC4=NC=CC(=N4)C5=CN=CC=C5. Drug 2: CCC1(CC2CC(C3=C(CCN(C2)C1)C4=CC=CC=C4N3)(C5=C(C=C6C(=C5)C78CCN9C7C(C=CC9)(C(C(C8N6C)(C(=O)OC)O)OC(=O)C)CC)OC)C(=O)OC)O.OS(=O)(=O)O. Cell line: SK-MEL-5. Synergy scores: CSS=24.2, Synergy_ZIP=7.63, Synergy_Bliss=8.50, Synergy_Loewe=8.01, Synergy_HSA=7.92. (6) Drug 1: CC1=C2C(C(=O)C3(C(CC4C(C3C(C(C2(C)C)(CC1OC(=O)C(C(C5=CC=CC=C5)NC(=O)OC(C)(C)C)O)O)OC(=O)C6=CC=CC=C6)(CO4)OC(=O)C)O)C)O. Drug 2: CC1=C(N=C(N=C1N)C(CC(=O)N)NCC(C(=O)N)N)C(=O)NC(C(C2=CN=CN2)OC3C(C(C(C(O3)CO)O)O)OC4C(C(C(C(O4)CO)O)OC(=O)N)O)C(=O)NC(C)C(C(C)C(=O)NC(C(C)O)C(=O)NCCC5=NC(=CS5)C6=NC(=CS6)C(=O)NCCC[S+](C)C)O. Cell line: HCC-2998. Synergy scores: CSS=34.0, Synergy_ZIP=-3.17, Synergy_Bliss=-2.79, Synergy_Loewe=6.94, Synergy_HSA=4.93.